The task is: Predict the reaction yield, written as a fraction of the theoretical maximum amount of product (1.0 means a 100% yield; for example, 0.34 means a 34% yield).. This data is from Reaction yield outcomes from USPTO patents with 853,638 reactions. (1) The reactants are [F:1][C:2]1[CH:3]=[CH:4][C:5]([CH2:8][O:9][C:10]2[CH:15]=[CH:14][N:13]([C:16]3[CH:21]=[CH:20][C:19]4[C:22]5[CH2:23][N:24](C(OC(C)(C)C)=O)[CH2:25][CH2:26][CH2:27][C:28]=5[S:29][C:18]=4[CH:17]=3)[C:12](=[O:37])[CH:11]=2)=[N:6][CH:7]=1.[ClH:38]. No catalyst specified. The product is [ClH:38].[F:1][C:2]1[CH:3]=[CH:4][C:5]([CH2:8][O:9][C:10]2[CH:15]=[CH:14][N:13]([C:16]3[CH:21]=[CH:20][C:19]4[C:22]5[CH2:23][NH:24][CH2:25][CH2:26][CH2:27][C:28]=5[S:29][C:18]=4[CH:17]=3)[C:12](=[O:37])[CH:11]=2)=[N:6][CH:7]=1. The yield is 0.670. (2) The reactants are [NH:1]1[C:9]2[C:4](=[N:5][CH:6]=[CH:7][CH:8]=2)[C:3]([C:10]([OH:12])=O)=[CH:2]1.Cl.[NH2:14][C@H:15]1[CH2:20][CH2:19][CH2:18][CH2:17][C@@H:16]1[OH:21].F[P-](F)(F)(F)(F)F.N1(O[P+](N(C)C)(N(C)C)N(C)C)C2C=CC=CC=2N=N1.C(N(CC)CC)C. The catalyst is ClCCl. The product is [OH:21][C@H:16]1[CH2:17][CH2:18][CH2:19][CH2:20][C@@H:15]1[NH:14][C:10]([C:3]1[C:4]2=[N:5][CH:6]=[CH:7][CH:8]=[C:9]2[NH:1][CH:2]=1)=[O:12]. The yield is 0.620. (3) The reactants are [C:1]([C:4]1[C:9](=[O:10])[C:8]([O:11][CH3:12])=[CH:7][N:6]([C:13]2[C:21]3[O:20][C:19]([F:23])([F:22])[O:18][C:17]=3[CH:16]=[CH:15][CH:14]=2)[N:5]=1)(=[O:3])[CH3:2].CO[CH:26](OC)[N:27]([CH3:29])[CH3:28]. No catalyst specified. The product is [F:23][C:19]1([F:22])[O:18][C:17]2[CH:16]=[CH:15][CH:14]=[C:13]([N:6]3[CH:7]=[C:8]([O:11][CH3:12])[C:9](=[O:10])[C:4]([C:1](=[O:3])[CH:2]=[CH:26][N:27]([CH3:29])[CH3:28])=[N:5]3)[C:21]=2[O:20]1. The yield is 0.740. (4) The yield is 0.110. The product is [F:26][C:27]1[C:32]([B:6]([OH:11])[OH:7])=[CH:31][C:30]([CH:33]=[CH2:34])=[CH:29][N:28]=1. The catalyst is C1COCC1.FC1C=CC(C=C)=CN=1. The reactants are C([Li])CCC.[B:6](OC(C)C)([O:11]C(C)C)[O:7]C(C)C.C(=O)=O.CC(C)=O.[F:26][C:27]1[CH:32]=[CH:31][C:30]([CH:33]=[CH2:34])=[CH:29][N:28]=1.Cl. (5) The yield is 0.710. The product is [NH2:23][C:12]1[N:13]=[C:14]([N:17]2[CH2:18][CH2:19][N:20]([C:37](=[O:38])[CH2:36][O:35][C:34]3[CH:40]=[CH:41][C:31]([O:30][CH3:29])=[CH:32][CH:33]=3)[CH2:21][CH2:22]2)[C:15]2[N:16]=[C:8]([CH2:7][CH2:6][C:5]3[CH:24]=[CH:25][C:26]([O:27][CH3:28])=[C:3]([O:2][CH3:1])[CH:4]=3)[S:9][C:10]=2[N:11]=1. No catalyst specified. The reactants are [CH3:1][O:2][C:3]1[CH:4]=[C:5]([CH:24]=[CH:25][C:26]=1[O:27][CH3:28])[CH2:6][CH2:7][C:8]1[S:9][C:10]2[N:11]=[C:12]([NH2:23])[N:13]=[C:14]([N:17]3[CH2:22][CH2:21][NH:20][CH2:19][CH2:18]3)[C:15]=2[N:16]=1.[CH3:29][O:30][C:31]1[CH:41]=[CH:40][C:34]([O:35][CH2:36][C:37](O)=[O:38])=[CH:33][CH:32]=1. (6) The product is [F:33][C:34]1[C:66]([CH3:67])=[CH:65][CH:64]=[C:63]([F:68])[C:35]=1[C:36]([NH:38][C:39]1[CH:44]=[CH:43][C:42]([C:45]2[CH:53]=[C:52]3[C:48]([CH2:49][N:50]([C@@H:55]([CH:60]([CH3:62])[CH3:61])[C:56]([OH:58])=[O:57])[C:51]3=[O:54])=[CH:47][CH:46]=2)=[CH:41][CH:40]=1)=[O:37]. The yield is 0.780. No catalyst specified. The reactants are C(NC1C=CC(C2C=C3C(CN([C@@H](C(C)C)C(O)=O)C3=O)=CC=2)=CC=1)(=O)C1C=CC=CC=1.[F:33][C:34]1[C:66]([CH3:67])=[CH:65][CH:64]=[C:63]([F:68])[C:35]=1[C:36]([NH:38][C:39]1[CH:44]=[CH:43][C:42]([C:45]2[CH:53]=[C:52]3[C:48]([CH2:49][N:50]([C@@H:55]([CH:60]([CH3:62])[CH3:61])[C:56]([O:58]C)=[O:57])[C:51]3=[O:54])=[CH:47][CH:46]=2)=[CH:41][CH:40]=1)=[O:37].